This data is from Catalyst prediction with 721,799 reactions and 888 catalyst types from USPTO. The task is: Predict which catalyst facilitates the given reaction. (1) Reactant: [NH2:1][C:2]1[C:11]([C:12]([O:14]CC)=[O:13])=[CH:10][CH:9]=[C:8]2[C:3]=1[C:4]([C:19]1[CH:24]=[CH:23][CH:22]=[C:21]([O:25][CH3:26])[CH:20]=1)=[N:5][C:6]([S:17][CH3:18])=[N:7]2.[OH-].[K+].Cl. Product: [NH2:1][C:2]1[C:11]([C:12]([OH:14])=[O:13])=[CH:10][CH:9]=[C:8]2[C:3]=1[C:4]([C:19]1[CH:24]=[CH:23][CH:22]=[C:21]([O:25][CH3:26])[CH:20]=1)=[N:5][C:6]([S:17][CH3:18])=[N:7]2. The catalyst class is: 38. (2) Reactant: [F:1][C:2]1[CH:3]=[C:4]([CH:17]=[CH:18][CH:19]=1)[CH2:5][NH:6][C:7]([NH:9]C1SC=C(CI)N=1)=[O:8].CCN(C(C)C)C(C)C.C(=O)([O-])[O-].[K+].[K+].S1CC(=O)NC1=O. Product: [F:1][C:2]1[CH:3]=[C:4]([CH:17]=[CH:18][CH:19]=1)[CH2:5][NH:6][C:7](=[O:8])[NH2:9]. The catalyst class is: 1. (3) Reactant: [CH2:1]([N:5]1[C:13]2[N:12]=[C:11]([Cl:14])[N:10]([CH2:15][CH:16]=[CH2:17])[C:9]=2[C:8](=[O:18])[NH:7][C:6]1=[O:19])[CH2:2][CH2:3][CH3:4].[C:20]([O-:23])([O-])=O.[Cs+].[Cs+].I[CH2:27][CH2:28][CH2:29][CH2:30]I. Product: [CH2:27]([N:7]1[C:8](=[O:18])[C:9]2[N:10]([CH2:15][CH:16]=[CH2:17])[C:11]([Cl:14])=[N:12][C:13]=2[N:5]([CH2:1][CH2:2][CH2:3][CH3:4])[C:20]1=[O:23])[CH2:28][CH2:29][CH2:30][N:7]1[C:8](=[O:18])[C:9]2[N:10]([CH2:15][CH:16]=[CH2:17])[C:11]([Cl:14])=[N:12][C:13]=2[N:5]([CH2:1][CH2:2][CH2:3][CH3:4])[C:6]1=[O:19]. The catalyst class is: 3. (4) Reactant: [NH2:1][C:2]1[CH:3]=[C:4]([CH:15]=[CH:16][C:17]=1[F:18])[O:5][C:6]1[CH:7]=[CH:8][C:9]([C:12](O)=[O:13])=[N:10][CH:11]=1.B. Product: [NH2:1][C:2]1[CH:3]=[C:4]([CH:15]=[CH:16][C:17]=1[F:18])[O:5][C:6]1[CH:7]=[CH:8][C:9]([CH2:12][OH:13])=[N:10][CH:11]=1. The catalyst class is: 1.